Dataset: Tyrosyl-DNA phosphodiesterase HTS with 341,365 compounds. Task: Binary Classification. Given a drug SMILES string, predict its activity (active/inactive) in a high-throughput screening assay against a specified biological target. (1) The drug is S(=O)(=O)(N1CCCC1)c1ccc(cc1)c1n(c(SCC(=O)Nc2sc(nn2)CC)nn1)C. The result is 0 (inactive). (2) The drug is Clc1c(NNC(=O)c2c(Cl)cccc2F)c(Cl)ccc1. The result is 0 (inactive). (3) The drug is o1c(CN2CCCc3c2cccc3)cc(=O)c(OCC(=O)Nc2c(cccc2)C)c1. The result is 0 (inactive). (4) The molecule is Clc1c(NC(=O)CN(C(=O)COC(=O)c2sc([N+]([O-])=O)cc2)C)cccc1. The result is 0 (inactive). (5) The drug is S(=O)(=O)(Nc1cc(c2nc3n(c2)cccn3)ccc1)c1ccc(F)cc1. The result is 0 (inactive).